From a dataset of Full USPTO retrosynthesis dataset with 1.9M reactions from patents (1976-2016). Predict the reactants needed to synthesize the given product. (1) Given the product [F:35][C:31]1[CH:30]=[C:29]([NH:28][C:24]2[N:23]=[C:22]([C:21]3[C:13]([C:9]4[CH:8]=[C:7]([NH:6][C:4]([C:3]5[N:42]([CH3:41])[N:43]=[C:37]([CH3:38])[CH:36]=5)=[O:5])[CH:12]=[CH:11][CH:10]=4)=[N:14][N:15]4[CH:20]=[CH:19][CH:18]=[CH:17][C:16]=34)[CH:27]=[CH:26][N:25]=2)[CH:34]=[CH:33][CH:32]=1, predict the reactants needed to synthesize it. The reactants are: ClC1C=[CH:38][C:37](F)=[CH:36][C:3]=1[C:4]([NH:6][C:7]1[CH:12]=[CH:11][CH:10]=[C:9]([C:13]2[C:21]([C:22]3[CH:27]=[CH:26][N:25]=[C:24]([NH:28][C:29]4[CH:34]=[CH:33][CH:32]=[C:31]([F:35])[CH:30]=4)[N:23]=3)=[C:16]3[CH:17]=[CH:18][CH:19]=[CH:20][N:15]3[N:14]=2)[CH:8]=1)=[O:5].[CH3:41][N:42]1C(C(Cl)=O)=CC(C)=[N:43]1. (2) Given the product [CH2:1]([S:8][C:9]([CH3:35])([CH2:33][N:36]1[CH2:41][CH2:40][O:39][CH2:38][CH2:37]1)[CH2:10][NH:11][C:12]([C:14]1[NH:15][C:16]2[C:21]([CH:22]=1)=[CH:20][CH:19]=[CH:18][C:17]=2[N:23]([CH3:32])[S:24]([C:27]1[S:28][CH:29]=[CH:30][CH:31]=1)(=[O:26])=[O:25])=[O:13])[C:2]1[CH:7]=[CH:6][CH:5]=[CH:4][CH:3]=1, predict the reactants needed to synthesize it. The reactants are: [CH2:1]([S:8][C:9]([CH3:35])([CH:33]=O)[CH2:10][NH:11][C:12]([C:14]1[NH:15][C:16]2[C:21]([CH:22]=1)=[CH:20][CH:19]=[CH:18][C:17]=2[N:23]([CH3:32])[S:24]([C:27]1[S:28][CH:29]=[CH:30][CH:31]=1)(=[O:26])=[O:25])=[O:13])[C:2]1[CH:7]=[CH:6][CH:5]=[CH:4][CH:3]=1.[NH:36]1[CH2:41][CH2:40][O:39][CH2:38][CH2:37]1.C(O[BH-](OC(=O)C)OC(=O)C)(=O)C.[Na+].C(=O)([O-])O.[Na+]. (3) Given the product [Br:12][C:5]1[CH:6]=[C:7]([C:8]([F:11])([F:10])[F:9])[C:2]2[NH:1][C:14]([C:16]3[N:17]=[C:18]([C:22]([CH3:25])([CH3:24])[CH3:23])[O:19][C:20]=3[CH3:21])=[N:13][C:3]=2[CH:4]=1, predict the reactants needed to synthesize it. The reactants are: [NH2:1][C:2]1[C:7]([C:8]([F:11])([F:10])[F:9])=[CH:6][C:5]([Br:12])=[CH:4][C:3]=1[NH:13][C:14]([C:16]1[N:17]=[C:18]([C:22]([CH3:25])([CH3:24])[CH3:23])[O:19][C:20]=1[CH3:21])=O.C1(C)C=CC=CC=1. (4) Given the product [CH:28]1([C@H:23]([NH:22][C:20]([C:14]2[CH:15]=[CH:16][C:17]([F:19])=[CH:18][C:13]=2[NH:12][C:10]([NH:9][C:5]2[C:6]([CH3:8])=[CH:7][C:2]([CH2:37][CH:36]=[CH2:35])=[CH:3][C:4]=2[CH3:34])=[O:11])=[O:21])[C:24]([O:26][CH3:27])=[O:25])[CH2:33][CH2:32][CH2:31][CH2:30][CH2:29]1, predict the reactants needed to synthesize it. The reactants are: Br[C:2]1[CH:7]=[C:6]([CH3:8])[C:5]([NH:9][C:10]([NH:12][C:13]2[CH:18]=[C:17]([F:19])[CH:16]=[CH:15][C:14]=2[C:20]([NH:22][C@@H:23]([CH:28]2[CH2:33][CH2:32][CH2:31][CH2:30][CH2:29]2)[C:24]([O:26][CH3:27])=[O:25])=[O:21])=[O:11])=[C:4]([CH3:34])[CH:3]=1.[CH2:35]([Sn](CCCC)(CCCC)CC=C)[CH2:36][CH2:37]C. (5) Given the product [CH2:18]([O:4][C:3]1[C:2]([CH3:1])=[C:8]([CH3:9])[C:7]([O:23][CH2:20][C:2]2[CH:8]=[CH:7][CH:6]=[CH:5][CH:3]=2)=[C:6]([CH3:11])[CH:5]=1)[C:15]1[CH:16]=[CH:17][CH:12]=[CH:13][CH:14]=1, predict the reactants needed to synthesize it. The reactants are: [CH3:1][C:2]1[C:8]([CH3:9])=[C:7](O)[C:6]([CH3:11])=[CH:5][C:3]=1[OH:4].[CH:12]1[CH:17]=[CH:16][C:15]([CH2:18]Br)=[CH:14][CH:13]=1.[C:20]([O-:23])([O-])=O.[K+].[K+]. (6) Given the product [CH3:28][O:29][C:30]1[CH:39]=[CH:38][CH:37]=[C:36]2[C:31]=1[CH:32]=[CH:33][C:34]([NH:40][C:7]1[C:15]3[C:10](=[CH:11][N:12]=[CH:13][CH:14]=3)[O:9][C:8]=1[C:16]1[N:21]=[CH:20][C:19]([C:22]([O:24][CH3:25])=[O:23])=[CH:18][N:17]=1)=[CH:35]2, predict the reactants needed to synthesize it. The reactants are: FC(F)(F)S(O[C:7]1[C:15]2[C:10](=[CH:11][N:12]=[CH:13][CH:14]=2)[O:9][C:8]=1[C:16]1[N:21]=[CH:20][C:19]([C:22]([O:24][CH3:25])=[O:23])=[CH:18][N:17]=1)(=O)=O.[CH3:28][O:29][C:30]1[CH:39]=[CH:38][CH:37]=[C:36]2[C:31]=1[CH:32]=[CH:33][C:34]([NH2:40])=[CH:35]2.